Dataset: HIV replication inhibition screening data with 41,000+ compounds from the AIDS Antiviral Screen. Task: Binary Classification. Given a drug SMILES string, predict its activity (active/inactive) in a high-throughput screening assay against a specified biological target. The compound is O=S(=O)(O)c1ccc(O)c(N=Nc2ccc(S(=O)(=O)c3ccc(N=Nc4cc(S(=O)(=O)O)ccc4O)cc3)cc2)c1.[NaH]. The result is 0 (inactive).